The task is: Predict the reactants needed to synthesize the given product.. This data is from Full USPTO retrosynthesis dataset with 1.9M reactions from patents (1976-2016). (1) Given the product [N:19]1[CH:20]=[CH:21][CH:22]=[C:17]([N:9]2[CH2:8][CH2:7][C:6]3[C:11](=[CH:12][C:3]([C:2]([F:1])([F:14])[F:15])=[CH:4][CH:5]=3)[C:10]2=[O:13])[CH:18]=1, predict the reactants needed to synthesize it. The reactants are: [F:1][C:2]([F:15])([F:14])[C:3]1[CH:12]=[C:11]2[C:6]([CH2:7][CH2:8][NH:9][C:10]2=[O:13])=[CH:5][CH:4]=1.Br[C:17]1[CH:18]=[N:19][CH:20]=[CH:21][CH:22]=1.P([O-])([O-])([O-])=O.[K+].[K+].[K+]. (2) Given the product [CH2:1]([S:3][C:4]1[CH:9]=[C:8]([C:10]([F:13])([F:11])[F:12])[N:7]=[N:6][C:5]=1[C:14]([OH:16])=[O:15])[CH3:2], predict the reactants needed to synthesize it. The reactants are: [CH2:1]([S:3][C:4]1[CH:9]=[C:8]([C:10]([F:13])([F:12])[F:11])[N:7]=[N:6][C:5]=1[C:14]([O:16]C)=[O:15])[CH3:2].[Li+].[OH-].Cl. (3) The reactants are: [CH2:1]([O:8][C:9]1[CH:14]=[CH:13][N:12]([C:15]2[CH:16]=[CH:17][C:18]3[C:19]4[CH2:28][N:27](C(OC(C)(C)C)=O)[CH2:26][CH2:25][C:20]=4[N:21]([CH3:24])[C:22]=3[CH:23]=2)[C:11](=[O:36])[CH:10]=1)[C:2]1[CH:7]=[CH:6][CH:5]=[CH:4][CH:3]=1.[ClH:37]. Given the product [ClH:37].[CH2:1]([O:8][C:9]1[CH:14]=[CH:13][N:12]([C:15]2[CH:16]=[CH:17][C:18]3[C:19]4[CH2:28][NH:27][CH2:26][CH2:25][C:20]=4[N:21]([CH3:24])[C:22]=3[CH:23]=2)[C:11](=[O:36])[CH:10]=1)[C:2]1[CH:3]=[CH:4][CH:5]=[CH:6][CH:7]=1, predict the reactants needed to synthesize it. (4) Given the product [F:15][C:10]1[C:11]2[C:6](=[CH:5][C:4]([CH2:1][CH2:2][CH3:3])=[CH:13][CH:12]=2)[CH:7]=[CH:8][C:9]=1[OH:14], predict the reactants needed to synthesize it. The reactants are: [CH2:1]([C:4]1[CH:5]=[C:6]2[C:11](=[CH:12][CH:13]=1)[CH:10]=[C:9]([OH:14])[CH:8]=[CH:7]2)[CH2:2][CH3:3].[F:15]C(F)(F)S([O-])(=O)=O.[Na+].Cl. (5) Given the product [N:17]1[CH:18]=[CH:19][CH:14]=[CH:15][C:16]=1[C:23]([O-:25])=[O:24].[N:17]1[CH:18]=[CH:19][CH:14]=[CH:15][C:16]=1[C:23]([O-:25])=[O:24].[Ca+2:27], predict the reactants needed to synthesize it. The reactants are: OS(O)(=O)=O.OO.[NH4+].[OH-].[N+]([O-])(O)=O.[CH:14]1[CH:19]=[C:18](C(O)=O)[N:17]=[C:16]([C:23]([OH:25])=[O:24])[CH:15]=1.[OH-].[Ca+2:27].[OH-].C1(S)C=CC=CC=1. (6) Given the product [O:8]([C@@H:9]1[C@@H:10]2[N:11]([C:36](=[O:37])[N:16]([C:17]3[CH:22]=[CH:21][C:20]([C:23]#[N:24])=[C:19]([Cl:25])[C:18]=3[CH3:26])[C@H:14]2[CH3:15])[CH2:12][CH2:13]1)[Si:1]([C:4]([CH3:6])([CH3:7])[CH3:5])([CH3:3])[CH3:2], predict the reactants needed to synthesize it. The reactants are: [Si:1]([O:8][C@H:9]1[CH2:13][CH2:12][NH:11][C@@H:10]1[C@@H:14]([NH:16][C:17]1[CH:22]=[CH:21][C:20]([C:23]#[N:24])=[C:19]([Cl:25])[C:18]=1[CH3:26])[CH3:15])([C:4]([CH3:7])([CH3:6])[CH3:5])([CH3:3])[CH3:2].CCN(C(C)C)C(C)C.[C:36](Cl)(Cl)=[O:37].